From a dataset of Forward reaction prediction with 1.9M reactions from USPTO patents (1976-2016). Predict the product of the given reaction. (1) Given the reactants [NH2:1][C:2]1[CH:3]=[C:4]([CH:17]=[CH:18][CH:19]=1)[C:5]([C:7]1[CH:15]=[C:14]2[C:10]([CH2:11][C:12](=[O:16])[NH:13]2)=[CH:9][CH:8]=1)=O.C(O)(C(F)(F)F)=O.C([SiH](CC)CC)C, predict the reaction product. The product is: [NH2:1][C:2]1[CH:3]=[C:4]([CH:17]=[CH:18][CH:19]=1)[CH2:5][C:7]1[CH:15]=[C:14]2[C:10]([CH2:11][C:12](=[O:16])[NH:13]2)=[CH:9][CH:8]=1. (2) Given the reactants [CH:1]([N:4]1[CH2:9][CH2:8][N:7]([C:10]([C:12]2[CH:17]=[CH:16][C:15]([CH2:18][N:19]3[CH2:24][CH2:23][O:22][CH2:21][CH2:20]3)=[CH:14][CH:13]=2)=[O:11])[CH2:6][CH2:5]1)([CH3:3])[CH3:2].[ClH:25].CC(OC)(C)C, predict the reaction product. The product is: [OH2:11].[ClH:25].[ClH:25].[CH:1]([N:4]1[CH2:9][CH2:8][N:7]([C:10]([C:12]2[CH:13]=[CH:14][C:15]([CH2:18][N:19]3[CH2:20][CH2:21][O:22][CH2:23][CH2:24]3)=[CH:16][CH:17]=2)=[O:11])[CH2:6][CH2:5]1)([CH3:3])[CH3:2].